Predict the product of the given reaction. From a dataset of Forward reaction prediction with 1.9M reactions from USPTO patents (1976-2016). (1) Given the reactants [NH2:1][C@@H:2]([CH2:6][NH:7][C:8](=[O:22])[NH:9][C:10]1[CH:15]=[C:14](Cl)[CH:13]=[C:12]([S:17]([OH:20])(=[O:19])=[O:18])[C:11]=1[OH:21])[C:3]([OH:5])=[O:4].[H][H], predict the reaction product. The product is: [NH2:1][C@@H:2]([CH2:6][NH:7][C:8](=[O:22])[NH:9][C:10]1[CH:15]=[CH:14][CH:13]=[C:12]([S:17]([OH:20])(=[O:18])=[O:19])[C:11]=1[OH:21])[C:3]([OH:5])=[O:4]. (2) The product is: [N:11]1([CH2:10][C:7]2[N:8]=[CH:9][C:4]([NH2:1])=[CH:5][CH:6]=2)[CH2:15][CH2:14][CH2:13][CH2:12]1. Given the reactants [N+:1]([C:4]1[CH:5]=[CH:6][C:7]([CH2:10][N:11]2[CH2:15][CH2:14][CH2:13][CH2:12]2)=[N:8][CH:9]=1)([O-])=O, predict the reaction product. (3) Given the reactants Br[C:2]1[CH:7]=[CH:6][C:5]([C:8]([OH:11])([CH3:10])[CH3:9])=[CH:4][CH:3]=1.C([Li])CCC.[C:17]([O:21][C:22]([N:24]1[CH2:29][CH2:28][CH:27]([C:30](=[O:35])N(OC)C)[CH2:26][CH2:25]1)=[O:23])([CH3:20])([CH3:19])[CH3:18], predict the reaction product. The product is: [C:17]([O:21][C:22]([N:24]1[CH2:29][CH2:28][CH:27]([C:30](=[O:35])[C:2]2[CH:7]=[CH:6][C:5]([C:8]([OH:11])([CH3:10])[CH3:9])=[CH:4][CH:3]=2)[CH2:26][CH2:25]1)=[O:23])([CH3:20])([CH3:19])[CH3:18]. (4) Given the reactants Cl[CH2:2][CH2:3][C:4]1[C:9](=[O:10])[N:8]2[CH2:11][CH2:12][CH2:13][CH:14]([OH:15])[C:7]2=[N:6][C:5]=1[CH3:16].[F:17][C:18]1[CH:32]=[CH:31][C:21]2[C:22]([CH:25]3[CH2:30][CH2:29][NH:28][CH2:27][CH2:26]3)=[N:23][O:24][C:20]=2[CH:19]=1.C(=O)([O-])[O-].[Na+].[Na+], predict the reaction product. The product is: [CH3:16][C:5]1[N:6]=[C:7]2[N:8]([CH2:11][CH2:12][CH2:13][CH:14]2[OH:15])[C:9](=[O:10])[C:4]=1[CH2:3][CH2:2][N:28]1[CH2:27][CH2:26][CH:25]([C:22]2[C:21]3[CH:31]=[CH:32][C:18]([F:17])=[CH:19][C:20]=3[O:24][N:23]=2)[CH2:30][CH2:29]1. (5) Given the reactants [F:1][C:2]1[CH:10]=[CH:9][C:8]([NH:11][S:12]([C:15]2[S:16][CH:17]=[CH:18][CH:19]=2)(=[O:14])=[O:13])=[C:7]2[C:3]=1[CH:4]=[C:5]([C:23]([O:25][CH2:26][CH3:27])=[O:24])[N:6]2[CH2:20][O:21][CH3:22].CI.[C:30](=O)([O-])[O-].[K+].[K+].CN(C)C=O, predict the reaction product. The product is: [F:1][C:2]1[CH:10]=[CH:9][C:8]([N:11]([CH3:30])[S:12]([C:15]2[S:16][CH:17]=[CH:18][CH:19]=2)(=[O:14])=[O:13])=[C:7]2[C:3]=1[CH:4]=[C:5]([C:23]([O:25][CH2:26][CH3:27])=[O:24])[N:6]2[CH2:20][O:21][CH3:22]. (6) Given the reactants [CH3:1][O:2][C:3]1[CH:8]=[CH:7][C:6]([C:9]2[C:17]3[C:13](=[CH:14][N:15]([CH3:18])[N:16]=3)[CH:12]=[CH:11][CH:10]=2)=[C:5]([CH3:19])[CH:4]=1.[Li]CCCC.[CH3:25][O:26][CH2:27][C:28](=[O:33])[CH2:29][CH2:30][O:31][CH3:32], predict the reaction product. The product is: [CH3:25][O:26][CH2:27][C:28]([C:14]1[N:15]([CH3:18])[N:16]=[C:17]2[C:13]=1[CH:12]=[CH:11][CH:10]=[C:9]2[C:6]1[CH:7]=[CH:8][C:3]([O:2][CH3:1])=[CH:4][C:5]=1[CH3:19])([OH:33])[CH2:29][CH2:30][O:31][CH3:32]. (7) Given the reactants C1(C#C)C=CC=CC=1.[C:9]([C:11]1[CH:16]=[CH:15][C:14]([O:17][CH3:18])=[CH:13][CH:12]=1)#[CH:10].[N:19]([C:22]1[S:23][C:24]([C:28]([NH:30][CH2:31][C:32]2[CH:37]=[CH:36][CH:35]=[CH:34][CH:33]=2)=[O:29])=[C:25]([CH3:27])[N:26]=1)=[N+:20]=[N-:21], predict the reaction product. The product is: [CH2:31]([NH:30][C:28]([C:24]1[S:23][C:22]([N:19]2[CH:10]=[C:9]([C:11]3[CH:16]=[CH:15][C:14]([O:17][CH3:18])=[CH:13][CH:12]=3)[N:21]=[N:20]2)=[N:26][C:25]=1[CH3:27])=[O:29])[C:32]1[CH:33]=[CH:34][CH:35]=[CH:36][CH:37]=1. (8) Given the reactants [Si]([O:18][CH2:19][C@@H:20]([N:23]1[C@H:28]([C:29]2[CH:34]=[CH:33][C:32]([Cl:35])=[CH:31][CH:30]=2)[C@@H:27]([C:36]2[CH:41]=[CH:40][CH:39]=[C:38]([Cl:42])[CH:37]=2)[CH2:26][C@@:25]([CH2:44][C:45]([OH:47])=[O:46])([CH3:43])[C:24]1=[O:48])[CH2:21][CH3:22])(C(C)(C)C)(C1C=CC=CC=1)C1C=CC=CC=1.CCCC[N+](CCCC)(CCCC)CCCC.[F-], predict the reaction product. The product is: [Cl:42][C:38]1[CH:37]=[C:36]([C@@H:27]2[C@@H:28]([C:29]3[CH:34]=[CH:33][C:32]([Cl:35])=[CH:31][CH:30]=3)[N:23]([C@@H:20]([CH2:21][CH3:22])[CH2:19][OH:18])[C:24](=[O:48])[C@:25]([CH2:44][C:45]([OH:47])=[O:46])([CH3:43])[CH2:26]2)[CH:41]=[CH:40][CH:39]=1. (9) Given the reactants C([O-])([O-])=O.[K+].[K+].[C:7]([OH:10])(=O)[CH3:8].[OH2:11].[NH2:12][NH2:13].[C:14]([O-])(=O)[CH3:15].[Pb+4].[C:19]([O-])(=O)C.C([O-])(=O)C.C([O-])(=O)C, predict the reaction product. The product is: [C:7]([O:10][N:12]1[CH2:15][CH:14]=[CH:19][NH:13]1)(=[O:11])[CH3:8].